Dataset: Forward reaction prediction with 1.9M reactions from USPTO patents (1976-2016). Task: Predict the product of the given reaction. (1) Given the reactants [Br:1][C:2]1[CH:7]=[CH:6][N:5]=[C:4]([OH:8])[CH:3]=1.[CH:9]1(B(O)O)[CH2:11][CH2:10]1.C1C=CN=C(C2C=CC=CN=2)C=1, predict the reaction product. The product is: [Br:1][C:2]1[CH:7]=[CH:6][N:5]([CH:9]2[CH2:11][CH2:10]2)[C:4](=[O:8])[CH:3]=1. (2) Given the reactants [CH:1]1([CH2:4][C:5]#[N:6])[CH2:3][CH2:2]1.[C:7](=O)([O:11]CC)[O:8][CH2:9][CH3:10].CC(C)([O-])C.[K+].Cl, predict the reaction product. The product is: [C:5]([CH:4]([CH:1]1[CH2:3][CH2:2]1)[C:7]([O:8][CH2:9][CH3:10])=[O:11])#[N:6]. (3) Given the reactants C(=O)([O-])[O-].[Cs+].[Cs+].Cl[C:8]1[N:13]=[CH:12][N:11]=[C:10]([O:14][CH:15]2[CH2:20][CH2:19][N:18]([C:21]3[O:25][N:24]=[C:23]([CH:26]([CH3:28])[CH3:27])[N:22]=3)[CH2:17][CH2:16]2)[C:9]=1[CH3:29].[CH3:30][C:31]1([CH3:44])[O:36][CH2:35][CH:34]([C:37]2[CH:42]=[CH:41][C:40]([OH:43])=[CH:39][CH:38]=2)[CH2:33][O:32]1, predict the reaction product. The product is: [CH3:30][C:31]1([CH3:44])[O:32][CH2:33][CH:34]([C:37]2[CH:42]=[CH:41][C:40]([O:43][C:8]3[N:13]=[CH:12][N:11]=[C:10]([O:14][CH:15]4[CH2:20][CH2:19][N:18]([C:21]5[O:25][N:24]=[C:23]([CH:26]([CH3:28])[CH3:27])[N:22]=5)[CH2:17][CH2:16]4)[C:9]=3[CH3:29])=[CH:39][CH:38]=2)[CH2:35][O:36]1. (4) Given the reactants [P:1]([O-:5])([O-:4])([O-:3])=[O:2].[CH2:6](S)[C@@H:7]([OH:12])[C@@H:8]([OH:11])[CH2:9]S.N1C=CC=CC=1SSC1C=CC=CN=1.CN([CH:31]=[O:32])C.P([O-])([O-])([O-])=[O:34].C(N(CC(O)=O)CC(O)=O)CN(CC(O)=O)C[C:42](O)=[O:43], predict the reaction product. The product is: [CH2:6]([O:2][P:1]([OH:5])([OH:4])=[O:3])[C@H:7]1[O:12][C@@H:42]([OH:43])[C@H:31]([OH:32])[C@@H:9]([OH:34])[C@@H:8]1[OH:11].